This data is from Catalyst prediction with 721,799 reactions and 888 catalyst types from USPTO. The task is: Predict which catalyst facilitates the given reaction. (1) Reactant: Cl.[CH3:2][O:3][C:4](=[O:11])[C@H:5]([CH2:7][CH:8]([CH3:10])[CH3:9])[NH2:6].C(N(CC)CC)C. Product: [CH3:2][O:3][C:4](=[O:11])[C@H:5]([CH2:7][CH:8]([CH3:10])[CH3:9])[NH2:6]. The catalyst class is: 7. (2) Reactant: [CH3:1][C:2]1[N:29]=[C:5]2[NH:6][C:7](=[O:28])[C:8]([CH2:13][C:14]3[CH:19]=[CH:18][C:17]([C:20]4[C:21]([C:26]#[N:27])=[CH:22][CH:23]=[CH:24][CH:25]=4)=[CH:16][CH:15]=3)=[C:9]([CH2:10][CH2:11][CH3:12])[N:4]2[N:3]=1.CI.[C:32](=O)([O-])[O-].[K+].[K+].CN(C)C=O. Product: [CH3:1][C:2]1[N:29]=[C:5]2[N:6]([CH3:32])[C:7](=[O:28])[C:8]([CH2:13][C:14]3[CH:19]=[CH:18][C:17]([C:20]4[C:21]([C:26]#[N:27])=[CH:22][CH:23]=[CH:24][CH:25]=4)=[CH:16][CH:15]=3)=[C:9]([CH2:10][CH2:11][CH3:12])[N:4]2[N:3]=1. The catalyst class is: 13. (3) Reactant: Cl[C:2]1[N:7]=[CH:6][C:5]([CH:8]2[NH:13][C:12](=[O:14])[N:11]([C:15]3[CH:20]=[CH:19][CH:18]=[C:17]([C:21]([F:24])([F:23])[F:22])[CH:16]=3)[C:10]3[CH2:25][CH2:26][C:27](=[O:28])[C:9]2=3)=[CH:4][CH:3]=1.[CH3:29][N:30](C)C=O. Product: [O:14]=[C:12]1[N:11]([C:15]2[CH:20]=[CH:19][CH:18]=[C:17]([C:21]([F:23])([F:24])[F:22])[CH:16]=2)[C:10]2[CH2:25][CH2:26][C:27](=[O:28])[C:9]=2[CH:8]([C:5]2[CH:4]=[CH:3][C:2]([C:29]#[N:30])=[N:7][CH:6]=2)[NH:13]1. The catalyst class is: 267. (4) Reactant: [C:1]([O:5][C:6](=[O:24])[N:7]([C@@H:18]1[CH2:22][CH2:21][CH2:20][C@H:19]1[NH2:23])[CH2:8][CH2:9][CH2:10][C:11]1[CH:16]=[CH:15][C:14]([Cl:17])=[CH:13][CH:12]=1)([CH3:4])([CH3:3])[CH3:2].[CH3:25][S:26]([C:29]1[CH:37]=[CH:36][C:32]([C:33](O)=[O:34])=[CH:31][CH:30]=1)(=[O:28])=[O:27].C1C=CC2N(O)N=NC=2C=1. Product: [C:1]([O:5][C:6](=[O:24])[N:7]([CH2:8][CH2:9][CH2:10][C:11]1[CH:12]=[CH:13][C:14]([Cl:17])=[CH:15][CH:16]=1)[C@@H:18]1[CH2:22][CH2:21][CH2:20][C@H:19]1[NH:23][C:33](=[O:34])[C:32]1[CH:31]=[CH:30][C:29]([S:26]([CH3:25])(=[O:28])=[O:27])=[CH:37][CH:36]=1)([CH3:4])([CH3:2])[CH3:3]. The catalyst class is: 2. (5) Product: [CH3:1][C:2]1([CH3:22])[CH2:7][O:6][C:5]2([CH2:21][CH2:20][CH2:19][C:11]3=[N:12][CH:13]=[C:14]([NH2:16])[CH:15]=[C:10]3[CH2:9][CH2:8]2)[O:4][CH2:3]1. Reactant: [CH3:1][C:2]1([CH3:22])[CH2:7][O:6][C:5]2([CH2:21][CH2:20][CH2:19][C:11]3=[N:12][CH:13]=[C:14]([N+:16]([O-])=O)[CH:15]=[C:10]3[CH2:9][CH2:8]2)[O:4][CH2:3]1. The catalyst class is: 791. (6) Reactant: [CH2:1]([C:3]1[C:4]([C:15]2[N:16]([CH3:22])[C:17](C=O)=[CH:18][CH:19]=2)=[N:5][C:6]([O:13]C)=[C:7]([CH:12]=1)[C:8]([O:10]C)=[O:9])[CH3:2].[CH3:23][C:24](O)=O.[NH:27]1[CH2:31]CC[CH2:28]1.[BH-](OC(C)=O)(OC(C)=O)O[C:34](C)=O.[Na+]. Product: [CH2:1]([C:3]1[CH:12]=[C:7]([C:8]([OH:10])=[O:9])[C:6](=[O:13])[NH:5][C:4]=1[C:15]1[CH:19]=[C:18]([CH2:17][N:16]2[CH2:22][CH2:23][CH2:24][CH2:34]2)[N:27]([CH3:31])[CH:28]=1)[CH3:2]. The catalyst class is: 279. (7) Reactant: [F:1][CH:2]([F:27])[O:3][C:4]1[CH:9]=[CH:8][C:7]([C:10]2[O:11][CH:12]=[C:13]([CH2:15][CH2:16][C:17]([C:19]3[C:24]([CH3:25])=[CH:23][CH:22]=[CH:21][N:20]=3)=[O:18])[N:14]=2)=[CH:6][C:5]=1[OH:26].N12CCCN=C1CC[CH2:31][CH2:30][CH2:29]2.BrCCC.O. Product: [F:27][CH:2]([F:1])[O:3][C:4]1[CH:9]=[CH:8][C:7]([C:10]2[O:11][CH:12]=[C:13]([CH2:15][CH2:16][C:17]([C:19]3[C:24]([CH3:25])=[CH:23][CH:22]=[CH:21][N:20]=3)=[O:18])[N:14]=2)=[CH:6][C:5]=1[O:26][CH2:29][CH2:30][CH3:31]. The catalyst class is: 162. (8) Reactant: [NH2:1][C:2]1[N:7]=[C:6]([N:8]2[CH2:31][CH2:30][C:11]3([CH2:15][N:14](C(OC/C(/C=C)=C/C=C\C)=O)[C@H:13]([C:27]([OH:29])=[O:28])[CH2:12]3)[CH2:10][CH2:9]2)[CH:5]=[C:4]([O:32][C@H:33]([C:38]2[CH:43]=[CH:42][C:41](/[CH:44]=[CH:45]/[C:46]([O:48][CH2:49][CH3:50])=[O:47])=[CH:40][C:39]=2[N:51]2[CH:55]=[CH:54][C:53]([CH3:56])=[N:52]2)[C:34]([F:37])([F:36])[F:35])[N:3]=1. Product: [NH2:1][C:2]1[N:7]=[C:6]([N:8]2[CH2:31][CH2:30][C:11]3([CH2:15][NH:14][C@H:13]([C:27]([OH:29])=[O:28])[CH2:12]3)[CH2:10][CH2:9]2)[CH:5]=[C:4]([O:32][C@H:33]([C:38]2[CH:43]=[CH:42][C:41]([CH2:44][CH2:45][C:46]([O:48][CH2:49][CH3:50])=[O:47])=[CH:40][C:39]=2[N:51]2[CH:55]=[CH:54][C:53]([CH3:56])=[N:52]2)[C:34]([F:37])([F:36])[F:35])[N:3]=1. The catalyst class is: 19. (9) Reactant: [C:1]([NH:5][C:6]1[N:7]=[C:8]([N:15]2[CH2:19][CH2:18][C:17]([F:21])([F:20])[CH2:16]2)[C:9]2[N:14]=[N:13][NH:12][C:10]=2[N:11]=1)([CH3:4])([CH3:3])[CH3:2].CCN(CC)CC.Br[CH2:30][C:31]1[CH:36]=[CH:35][CH:34]=[CH:33][C:32]=1[C:37]([F:40])([F:39])[F:38]. Product: [C:1]([NH:5][C:6]1[N:7]=[C:8]([N:15]2[CH2:19][CH2:18][C:17]([F:20])([F:21])[CH2:16]2)[C:9]2[N:14]=[N:13][N:12]([CH2:30][C:31]3[CH:36]=[CH:35][CH:34]=[CH:33][C:32]=3[C:37]([F:38])([F:39])[F:40])[C:10]=2[N:11]=1)([CH3:4])([CH3:2])[CH3:3]. The catalyst class is: 3.